This data is from Reaction yield outcomes from USPTO patents with 853,638 reactions. The task is: Predict the reaction yield, written as a fraction of the theoretical maximum amount of product (1.0 means a 100% yield; for example, 0.34 means a 34% yield). (1) The reactants are [C:1]([C:3]1[N:4]=[C:5]([N:13]2[CH2:17][CH2:16][CH:15]([NH:18]C(=O)OC(C)(C)C)[CH2:14]2)[C:6]2[C:11]([CH:12]=1)=[CH:10][CH:9]=[CH:8][CH:7]=2)#[N:2].[NH:26]([C:28](OCC)=[O:29])[NH2:27]. The catalyst is CN1C(=O)CCC1.CO. The product is [NH2:18][CH:15]1[CH2:16][CH2:17][N:13]([C:5]2[C:6]3[C:11](=[CH:10][CH:9]=[CH:8][CH:7]=3)[CH:12]=[C:3]([C:1]3[NH:2][C:28](=[O:29])[NH:26][N:27]=3)[N:4]=2)[CH2:14]1. The yield is 0.170. (2) The reactants are C[Si](C)(C)N[Si](C)(C)C.[Li].[Cl:11][C:12]1[CH:13]=[C:14]([CH:27]=[CH:28][C:29]=1[Cl:30])[CH2:15][N:16]1[C:21](=[O:22])[CH:20]=[C:19]2[S:23][CH:24]=[CH:25][N:18]2[C:17]1=[O:26].[N:31]([CH2:34][C:35]1[CH:40]=[CH:39][C:38]([O:41][CH3:42])=[CH:37][CH:36]=1)=[C:32]=[O:33].[Cl-].[NH4+]. The catalyst is O1CCCC1.O.CCOC(C)=O. The product is [CH3:42][O:41][C:38]1[CH:39]=[CH:40][C:35]([CH2:34][NH:31][C:32]([C:24]2[S:23][C:19]3[N:18]([C:17](=[O:26])[N:16]([CH2:15][C:14]4[CH:27]=[CH:28][C:29]([Cl:30])=[C:12]([Cl:11])[CH:13]=4)[C:21](=[O:22])[CH:20]=3)[CH:25]=2)=[O:33])=[CH:36][CH:37]=1. The yield is 0.150. (3) The product is [O:26]=[S:2]1(=[O:1])[CH2:3][CH2:4][CH:5]([C:8]2[CH:9]=[C:10]([F:25])[C:11]([C:15]3[N:20]=[C:19]([C:21]([OH:23])=[O:22])[CH:18]=[CH:17][C:16]=3[F:24])=[C:12]([F:14])[CH:13]=2)[CH2:6][CH2:7]1. The reactants are [O:1]=[S:2]1(=[O:26])[CH2:7][CH:6]=[C:5]([C:8]2[CH:13]=[C:12]([F:14])[C:11]([C:15]3[N:20]=[C:19]([C:21]([OH:23])=[O:22])[CH:18]=[CH:17][C:16]=3[F:24])=[C:10]([F:25])[CH:9]=2)[CH2:4][CH2:3]1. The yield is 1.00. The catalyst is CCO.[Pd]. (4) The reactants are [NH2:1][C:2]1[C:11]2[C:6](=[C:7](I)[C:8]([F:12])=[CH:9][CH:10]=2)[N:5]=[N:4][C:3]=1[C:14]([NH:16][CH:17]1[CH2:19][CH2:18]1)=[O:15].[F:20][C:21]1[CH:26]=[CH:25][CH:24]=[C:23]([O:27][CH3:28])[C:22]=1B(O)O. No catalyst specified. The product is [NH2:1][C:2]1[C:11]2[C:6](=[C:7]([C:22]3[C:23]([O:27][CH3:28])=[CH:24][CH:25]=[CH:26][C:21]=3[F:20])[C:8]([F:12])=[CH:9][CH:10]=2)[N:5]=[N:4][C:3]=1[C:14]([NH:16][CH:17]1[CH2:19][CH2:18]1)=[O:15]. The yield is 0.330. (5) The reactants are [CH:1]([C:4]1[N:5]=[C:6]([NH:9][CH2:10][CH2:11][C:12]2[CH:17]=[CH:16][CH:15]=[CH:14][N:13]=2)[S:7][CH:8]=1)([CH3:3])[CH3:2].[H-].[Na+].Cl[CH2:21][C:22]1[CH:41]=[CH:40][C:25]([CH2:26][O:27][C:28]2[CH:33]=[CH:32][C:31]([CH2:34][CH2:35][C:36]([O:38]C)=[O:37])=[CH:30][CH:29]=2)=[CH:24][CH:23]=1.[OH-].[Na+].Cl. The catalyst is CN(C)C=O.CO.O. The product is [CH:1]([C:4]1[N:5]=[C:6]([N:9]([CH2:21][C:22]2[CH:41]=[CH:40][C:25]([CH2:26][O:27][C:28]3[CH:33]=[CH:32][C:31]([CH2:34][CH2:35][C:36]([OH:38])=[O:37])=[CH:30][CH:29]=3)=[CH:24][CH:23]=2)[CH2:10][CH2:11][C:12]2[CH:17]=[CH:16][CH:15]=[CH:14][N:13]=2)[S:7][CH:8]=1)([CH3:3])[CH3:2]. The yield is 0.410. (6) The reactants are [CH:1]([O:4][C:5]1[CH:9]=[C:8]([CH2:10][CH2:11][C:12](OCC)=[O:13])[N:7]([CH2:17][C:18]2[CH:23]=[CH:22][C:21]([C:24]([F:27])([F:26])[F:25])=[CH:20][CH:19]=2)[N:6]=1)([CH3:3])[CH3:2].[H-].C([Al+]CC(C)C)C(C)C.Cl. The catalyst is O1CCCC1.C1(C)C=CC=CC=1. The product is [CH:1]([O:4][C:5]1[CH:9]=[C:8]([CH2:10][CH2:11][CH2:12][OH:13])[N:7]([CH2:17][C:18]2[CH:19]=[CH:20][C:21]([C:24]([F:26])([F:27])[F:25])=[CH:22][CH:23]=2)[N:6]=1)([CH3:3])[CH3:2]. The yield is 0.920. (7) The reactants are [CH2:1]([N:5]([CH2:15][CH2:16][CH2:17][CH3:18])[C:6]1[CH:13]=[CH:12][C:9]([CH:10]=[O:11])=[C:8]([OH:14])[CH:7]=1)[CH2:2][CH2:3][CH3:4].[CH2:19](Br)[C:20]1[CH:25]=[CH:24][CH:23]=[CH:22][CH:21]=1.C(=O)([O-])[O-].[K+].[K+].O. The catalyst is CN1CCCC1=O.C(OCC)(=O)C. The product is [CH2:19]([O:14][C:8]1[CH:7]=[C:6]([N:5]([CH2:15][CH2:16][CH2:17][CH3:18])[CH2:1][CH2:2][CH2:3][CH3:4])[CH:13]=[CH:12][C:9]=1[CH:10]=[O:11])[C:20]1[CH:25]=[CH:24][CH:23]=[CH:22][CH:21]=1. The yield is 0.913.